Dataset: Reaction yield outcomes from USPTO patents with 853,638 reactions. Task: Predict the reaction yield, written as a fraction of the theoretical maximum amount of product (1.0 means a 100% yield; for example, 0.34 means a 34% yield). (1) The reactants are [CH2:1]([NH:8][C:9]1[C:14]([C:15]([F:18])([F:17])[F:16])=[CH:13][CH:12]=[CH:11][N:10]=1)[C:2]1[CH:7]=[CH:6][CH:5]=[CH:4][CH:3]=1.Cl[S:20]([C:23]1[CH:31]=[CH:30][C:26]([C:27]([OH:29])=[O:28])=[CH:25][CH:24]=1)(=[O:22])=[O:21]. The catalyst is N1C=CC=CC=1.CN(C1C=CN=CC=1)C.CO. The product is [CH2:1]([N:8]([C:9]1[C:14]([C:15]([F:18])([F:16])[F:17])=[CH:13][CH:12]=[CH:11][N:10]=1)[S:20]([C:23]1[CH:24]=[CH:25][C:26]([C:27]([OH:29])=[O:28])=[CH:30][CH:31]=1)(=[O:22])=[O:21])[C:2]1[CH:3]=[CH:4][CH:5]=[CH:6][CH:7]=1. The yield is 0.0300. (2) The reactants are [C:1]([C:3]1[CH:12]=[CH:11][C:10](F)=[CH:9][C:4]=1[C:5]([O:7][CH3:8])=[O:6])#[N:2].[Br:14][C:15]1[CH:22]=[CH:21][C:20]([OH:23])=[CH:19][C:16]=1[CH:17]=[O:18].C(=O)([O-])[O-].[K+].[K+].O. The catalyst is CN(C)C=O. The product is [Br:14][C:15]1[CH:22]=[CH:21][C:20]([O:23][C:10]2[CH:11]=[CH:12][C:3]([C:1]#[N:2])=[C:4]([CH:9]=2)[C:5]([O:7][CH3:8])=[O:6])=[CH:19][C:16]=1[CH:17]=[O:18]. The yield is 0.710. (3) The reactants are C1C=C(Cl)C=C(C(OO)=[O:9])C=1.[OH:12][CH:13]([CH2:26][CH2:27][CH2:28][CH2:29][CH2:30][CH2:31][CH3:32])/[CH:14]=[CH:15]/[C:16](/[C:22]([O:24][CH3:25])=[O:23])=[CH:17]/[C:18]([O:20][CH3:21])=[O:19]. The catalyst is C(Cl)(Cl)(Cl)Cl. The product is [O:9]1[CH:14]([CH:13]([OH:12])[CH2:26][CH2:27][CH2:28][CH2:29][CH2:30][CH2:31][CH3:32])[CH:15]1/[C:16](/[C:22]([O:24][CH3:25])=[O:23])=[CH:17]/[C:18]([O:20][CH3:21])=[O:19]. The yield is 0.950.